Dataset: Forward reaction prediction with 1.9M reactions from USPTO patents (1976-2016). Task: Predict the product of the given reaction. (1) Given the reactants C([O:3][C:4]([C:6]1[NH:7][C:8]2[C:13]([CH:14]=1)=[C:12]([CH3:15])[CH:11]=[CH:10][C:9]=2[NH:16][S:17]([C:20]1[S:21][CH:22]=[CH:23][CH:24]=1)(=[O:19])=[O:18])=[O:5])C.CO.[OH-].[K+].C(O)(=O)CC(CC(O)=O)(C(O)=O)O, predict the reaction product. The product is: [CH3:15][C:12]1[CH:11]=[CH:10][C:9]([NH:16][S:17]([C:20]2[S:21][CH:22]=[CH:23][CH:24]=2)(=[O:18])=[O:19])=[C:8]2[C:13]=1[CH:14]=[C:6]([C:4]([OH:5])=[O:3])[NH:7]2. (2) Given the reactants [CH:1]12[CH2:8][CH:5]([CH2:6][CH2:7]1)[C:4](=[O:9])[CH2:3][C:2]2=[O:10].[Cl:11][C:12]1[CH:17]=[CH:16][C:15]([N:18]=[C:19]=[O:20])=[CH:14][C:13]=1[C:21]([F:24])([F:23])[F:22].[H-].[Na+].Cl, predict the reaction product. The product is: [Cl:11][C:12]1[CH:17]=[CH:16][C:15]([NH:18][C:19]([CH:3]2[C:4](=[O:9])[CH:5]3[CH2:8][CH:1]([CH2:7][CH2:6]3)[C:2]2=[O:10])=[O:20])=[CH:14][C:13]=1[C:21]([F:22])([F:23])[F:24].